This data is from Forward reaction prediction with 1.9M reactions from USPTO patents (1976-2016). The task is: Predict the product of the given reaction. The product is: [C:33]([O:32][C:30](=[O:31])[NH:4][CH2:3][CH2:5][N:6]1[C:15]2[C:10](=[CH:11][CH:12]=[CH:13][CH:14]=2)[CH2:9][CH:8]([NH:16][C:17]([C:19]2[NH:28][C:22]3=[CH:23][N:24]=[C:25]([Cl:27])[CH:26]=[C:21]3[CH:20]=2)=[O:18])[C:7]1=[O:29])([CH3:36])([CH3:35])[CH3:34]. Given the reactants [BH4-].[Na+].[C:3]([CH2:5][N:6]1[C:15]2[C:10](=[CH:11][CH:12]=[CH:13][CH:14]=2)[CH2:9][CH:8]([NH:16][C:17]([C:19]2[NH:28][C:22]3=[CH:23][N:24]=[C:25]([Cl:27])[CH:26]=[C:21]3[CH:20]=2)=[O:18])[C:7]1=[O:29])#[N:4].[C:30](OC([O-])=O)([O:32][C:33]([CH3:36])([CH3:35])[CH3:34])=[O:31], predict the reaction product.